This data is from Forward reaction prediction with 1.9M reactions from USPTO patents (1976-2016). The task is: Predict the product of the given reaction. (1) Given the reactants Cl[C:2]1[CH:7]=[C:6]([NH2:8])[CH:5]=[CH:4][N:3]=1.[CH2:9]([S:11](Cl)(=[O:13])=[O:12])[CH3:10].[CH3:15][N:16]1[CH:25]=[C:24](B2OC(C)(C)C(C)(C)O2)[C:23]2[C:18](=[CH:19][CH:20]=[C:21]([C:35]3[CH:36]=[N:37][N:38]([CH3:40])[CH:39]=3)[CH:22]=2)[C:17]1=[O:41], predict the reaction product. The product is: [CH3:15][N:16]1[CH:25]=[C:24]([C:2]2[CH:7]=[C:6]([NH:8][S:11]([CH2:9][CH3:10])(=[O:13])=[O:12])[CH:5]=[CH:4][N:3]=2)[C:23]2[C:18](=[CH:19][CH:20]=[C:21]([C:35]3[CH:36]=[N:37][N:38]([CH3:40])[CH:39]=3)[CH:22]=2)[C:17]1=[O:41]. (2) Given the reactants C([O-])([O-])=O.[K+].[K+].[CH2:7](Br)[C:8]1[CH:13]=[CH:12][CH:11]=[CH:10][CH:9]=1.[Br:15][C:16]1[CH:21]=[CH:20][C:19]([OH:22])=[C:18]([F:23])[CH:17]=1, predict the reaction product. The product is: [CH2:7]([O:22][C:19]1[CH:20]=[CH:21][C:16]([Br:15])=[CH:17][C:18]=1[F:23])[C:8]1[CH:13]=[CH:12][CH:11]=[CH:10][CH:9]=1. (3) Given the reactants [F:1][C:2]([F:33])([F:32])[CH:3]([NH:8][C:9]1[CH:14]=[CH:13][C:12]([O:15][C:16]2[CH:21]=[CH:20][N:19]=[C:18]3[CH:22]=[C:23]([C:25]4[N:26]=[CH:27][N:28]([CH3:30])[CH:29]=4)[S:24][C:17]=23)=[C:11]([F:31])[CH:10]=1)[CH2:4][C:5]([OH:7])=O.[NH2:34][C:35]1[CH:40]=[CH:39][CH:38]=[CH:37][CH:36]=1.C(N(CC)C(C)C)(C)C.CN(C(ON1N=NC2C=CC=NC1=2)=[N+](C)C)C.F[P-](F)(F)(F)(F)F.C(=O)(O)[O-].[Na+], predict the reaction product. The product is: [F:33][C:2]([F:32])([F:1])[CH:3]([NH:8][C:9]1[CH:14]=[CH:13][C:12]([O:15][C:16]2[CH:21]=[CH:20][N:19]=[C:18]3[CH:22]=[C:23]([C:25]4[N:26]=[CH:27][N:28]([CH3:30])[CH:29]=4)[S:24][C:17]=23)=[C:11]([F:31])[CH:10]=1)[CH2:4][C:5]([NH:34][C:35]1[CH:40]=[CH:39][CH:38]=[CH:37][CH:36]=1)=[O:7]. (4) Given the reactants [C:1]1([C:13]2[CH:18]=[CH:17][CH:16]=[CH:15][CH:14]=2)[CH:6]=[CH:5][C:4]([CH:7]([O:11][CH3:12])[C:8]([OH:10])=O)=[CH:3][CH:2]=1.[NH2:19][CH2:20][C:21]1[CH:28]=[CH:27][C:24]([C:25]#[N:26])=[CH:23][CH:22]=1, predict the reaction product. The product is: [C:1]1([C:13]2[CH:18]=[CH:17][CH:16]=[CH:15][CH:14]=2)[CH:2]=[CH:3][C:4]([CH:7]([O:11][CH3:12])[C:8]([NH:26][CH2:25][C:24]2[CH:27]=[CH:28][C:21]([C:20]#[N:19])=[CH:22][CH:23]=2)=[O:10])=[CH:5][CH:6]=1. (5) The product is: [OH:50][CH2:51][CH2:52][CH2:53][CH2:54][N:55]1[CH:59]=[C:58]([C:60]2[CH:61]=[CH:62][C:63]([NH:71][C:72]3[C:77]([C:78]([F:81])([F:80])[F:79])=[CH:76][N:75]=[C:74]([NH:82][C:83]4[CH:97]=[CH:96][C:86]([CH2:87][P:88](=[O:92])([OH:95])[O:89][CH2:90][CH3:91])=[CH:85][C:84]=4[O:98][CH3:99])[N:73]=3)=[C:64]3[C:68]=2[CH2:67][N:66]([CH3:69])[C:65]3=[O:70])[CH:57]=[N:56]1. Given the reactants C(N(CC)C(C1C=C(C2C=NN(CCCO)C=2)C=CC=1NC1C(C(F)(F)F)=CN=C(NC2C=CC(CP(=O)(O)OCC)=CC=2OC)N=1)=O)C.[OH:50][CH2:51][CH2:52][CH2:53][CH2:54][N:55]1[CH:59]=[C:58]([C:60]2[CH:61]=[CH:62][C:63]([NH:71][C:72]3[C:77]([C:78]([F:81])([F:80])[F:79])=[CH:76][N:75]=[C:74]([NH:82][C:83]4[CH:97]=[CH:96][C:86]([CH2:87][P:88](=[O:95])([O:92]CC)[O:89][CH2:90][CH3:91])=[CH:85][C:84]=4[O:98][CH3:99])[N:73]=3)=[C:64]3[C:68]=2[CH2:67][N:66]([CH3:69])[C:65]3=[O:70])[CH:57]=[N:56]1, predict the reaction product.